This data is from Full USPTO retrosynthesis dataset with 1.9M reactions from patents (1976-2016). The task is: Predict the reactants needed to synthesize the given product. Given the product [Cl:18][C:19]1[CH:20]=[C:21]([NH:22][C:13]([CH:10]2[CH2:11][CH2:12][N:8]([C:6](=[O:7])[C:5]([NH:4][CH:1]([CH3:2])[CH3:3])=[O:17])[C@H:9]2[CH3:16])=[O:15])[CH:23]=[C:24]([F:27])[C:25]=1[F:26], predict the reactants needed to synthesize it. The reactants are: [CH:1]([NH:4][C:5](=[O:17])[C:6]([N:8]1[CH2:12][CH2:11][CH:10]([C:13]([OH:15])=O)[C@@H:9]1[CH3:16])=[O:7])([CH3:3])[CH3:2].[Cl:18][C:19]1[CH:20]=[C:21]([CH:23]=[C:24]([F:27])[C:25]=1[F:26])[NH2:22].